From a dataset of NCI-60 drug combinations with 297,098 pairs across 59 cell lines. Regression. Given two drug SMILES strings and cell line genomic features, predict the synergy score measuring deviation from expected non-interaction effect. Synergy scores: CSS=-1.58, Synergy_ZIP=2.65, Synergy_Bliss=0.430, Synergy_Loewe=-5.64, Synergy_HSA=-5.54. Drug 1: C1=CN(C=N1)CC(O)(P(=O)(O)O)P(=O)(O)O. Cell line: LOX IMVI. Drug 2: C1CN(P(=O)(OC1)NCCCl)CCCl.